This data is from Catalyst prediction with 721,799 reactions and 888 catalyst types from USPTO. The task is: Predict which catalyst facilitates the given reaction. (1) Reactant: [CH3:1][C:2]1([CH3:12])[CH:4](C2C=CC=CC=2C)[O:3]1.F[C:32]1[C:37](B([C:32]2[C:37](F)=[C:36](F)[C:35](F)=[C:34](F)[C:33]=2F)[C:32]2[C:37](F)=[C:36](F)[C:35](F)=[C:34](F)[C:33]=2F)=[C:36](F)[C:35](F)=[C:34](F)[C:33]=1F.[CH:47]1C=CC=CC=1. Product: [CH3:1][C:2]([C:32]1[CH:33]=[CH:34][CH:35]=[CH:36][C:37]=1[CH3:47])([CH3:12])[CH:4]=[O:3]. The catalyst class is: 389. (2) Reactant: [Br:1][CH:2]([CH:6]([O:8][CH3:9])[CH3:7])[C:3](O)=[O:4].C(Cl)(=O)C([Cl:13])=O. Product: [Br:1][CH:2]([CH:6]([O:8][CH3:9])[CH3:7])[C:3]([Cl:13])=[O:4]. The catalyst class is: 272. (3) Reactant: [OH-].[Li+].[Cl:3][C:4]1[N:5]=[C:6]([C:11]([NH:13][C@H:14]2[CH2:19][CH2:18][N:17]([C:20]3[S:21][C:22]([C:31]([O:33]CC)=[O:32])=[C:23]([C:25](=[O:30])[NH:26][CH2:27][CH2:28][F:29])[N:24]=3)[CH2:16][C@H:15]2[O:36][CH2:37][CH3:38])=[O:12])[NH:7][C:8]=1[CH2:9][CH3:10]. Product: [Cl:3][C:4]1[N:5]=[C:6]([C:11]([NH:13][C@H:14]2[CH2:19][CH2:18][N:17]([C:20]3[S:21][C:22]([C:31]([OH:33])=[O:32])=[C:23]([C:25](=[O:30])[NH:26][CH2:27][CH2:28][F:29])[N:24]=3)[CH2:16][C@H:15]2[O:36][CH2:37][CH3:38])=[O:12])[NH:7][C:8]=1[CH2:9][CH3:10]. The catalyst class is: 5. (4) Reactant: [CH3:1][O:2][CH2:3][CH2:4][CH2:5][N:6]([CH2:14][CH2:15][CH2:16][C:17]1[CH:22]=[CH:21][C:20](B2OC(C)(C)C(C)(C)O2)=[CH:19][CH:18]=1)[C:7](=[O:13])[O:8][C:9]([CH3:12])([CH3:11])[CH3:10].[NH2:32][C:33]1[C:34]([C:40]([NH:42][C:43]2[CH:44]=[N:45][CH:46]=[CH:47][CH:48]=2)=[O:41])=[N:35][C:36](Br)=[CH:37][N:38]=1.C([O-])([O-])=O.[Na+].[Na+]. Product: [NH2:32][C:33]1[N:38]=[CH:37][C:36]([C:20]2[CH:19]=[CH:18][C:17]([CH2:16][CH2:15][CH2:14][N:6]([CH2:5][CH2:4][CH2:3][O:2][CH3:1])[C:7](=[O:13])[O:8][C:9]([CH3:10])([CH3:11])[CH3:12])=[CH:22][CH:21]=2)=[N:35][C:34]=1[C:40](=[O:41])[NH:42][C:43]1[CH:44]=[N:45][CH:46]=[CH:47][CH:48]=1. The catalyst class is: 151. (5) Reactant: [NH2:1][C:2]1[CH:3]=[C:4]([NH:9][C:10](=[O:22])[C:11]2[CH:16]=[CH:15][CH:14]=[C:13]([C:17]([C:20]#[N:21])([CH3:19])[CH3:18])[CH:12]=2)[CH:5]=[CH:6][C:7]=1[CH3:8].C(N(CC)CC)C.[CH2:30]([O:32][C:33]1[N:34]=[C:35]2[CH:41]=[C:40]([C:42](Cl)=[O:43])[S:39][C:36]2=[N:37][CH:38]=1)[CH3:31].O. Product: [C:20]([C:17]([C:13]1[CH:12]=[C:11]([CH:16]=[CH:15][CH:14]=1)[C:10]([NH:9][C:4]1[CH:5]=[CH:6][C:7]([CH3:8])=[C:2]([NH:1][C:42]([C:40]2[S:39][C:36]3=[N:37][CH:38]=[C:33]([O:32][CH2:30][CH3:31])[N:34]=[C:35]3[CH:41]=2)=[O:43])[CH:3]=1)=[O:22])([CH3:19])[CH3:18])#[N:21]. The catalyst class is: 2. (6) Reactant: Br[C:2]1[CH:3]=[CH:4][C:5]2[O:10][CH2:9][C:8](=[O:11])[N:7]([CH2:12][C:13]3[CH:18]=[CH:17][CH:16]=[CH:15][CH:14]=3)[C:6]=2[CH:19]=1.B1(B2OC(C)(C)C(C)(C)O2)OC(C)(C)C(C)(C)O1.C([O-])(=O)C.[K+].Br[C:44]1[CH:45]=[C:46]([NH:51][S:52]([C:55]2[CH:60]=[CH:59][CH:58]=[CH:57][CH:56]=2)(=[O:54])=[O:53])[C:47]([Cl:50])=[N:48][CH:49]=1.C([O-])([O-])=O.[K+].[K+]. Product: [Cl:50][C:47]1[C:46]([NH:51][S:52]([C:55]2[CH:56]=[CH:57][CH:58]=[CH:59][CH:60]=2)(=[O:54])=[O:53])=[CH:45][C:44]([C:2]2[CH:3]=[CH:4][C:5]3[O:10][CH2:9][C:8](=[O:11])[N:7]([CH2:12][C:13]4[CH:18]=[CH:17][CH:16]=[CH:15][CH:14]=4)[C:6]=3[CH:19]=2)=[CH:49][N:48]=1. The catalyst class is: 12. (7) Reactant: [NH2:1][C:2]1[CH:10]=[CH:9][C:8]([F:11])=[CH:7][C:3]=1[C:4]([OH:6])=[O:5].[F:12][C:13]([F:24])([F:23])[C:14](O[C:14](=[O:15])[C:13]([F:24])([F:23])[F:12])=[O:15]. Product: [F:11][C:8]1[CH:9]=[CH:10][C:2]([NH:1][C:14](=[O:15])[C:13]([F:24])([F:23])[F:12])=[C:3]([CH:7]=1)[C:4]([OH:6])=[O:5]. The catalyst class is: 1.